From a dataset of Peptide-MHC class I binding affinity with 185,985 pairs from IEDB/IMGT. Regression. Given a peptide amino acid sequence and an MHC pseudo amino acid sequence, predict their binding affinity value. This is MHC class I binding data. (1) The peptide sequence is VMTDGPANK. The MHC is HLA-A02:19 with pseudo-sequence HLA-A02:19. The binding affinity (normalized) is 0.0847. (2) The peptide sequence is APIEHIASM. The MHC is HLA-A31:01 with pseudo-sequence HLA-A31:01. The binding affinity (normalized) is 0.0847. (3) The peptide sequence is VSHCRATEY. The MHC is HLA-B27:05 with pseudo-sequence HLA-B27:05. The binding affinity (normalized) is 0.0847. (4) The binding affinity (normalized) is 0.736. The peptide sequence is LAIDMSHFIK. The MHC is Mamu-B8301 with pseudo-sequence Mamu-B8301. (5) The peptide sequence is FMSNGEHVP. The MHC is HLA-A02:01 with pseudo-sequence HLA-A02:01. The binding affinity (normalized) is 0. (6) The peptide sequence is AINSEMFLL. The binding affinity (normalized) is 0.326. The MHC is HLA-B42:01 with pseudo-sequence HLA-B42:01. (7) The MHC is HLA-A68:01 with pseudo-sequence HLA-A68:01. The peptide sequence is YTYDRVDIYY. The binding affinity (normalized) is 1.00. (8) The peptide sequence is LLTALGNHIY. The MHC is Mamu-A02 with pseudo-sequence Mamu-A02. The binding affinity (normalized) is 0.344. (9) The peptide sequence is KANPDVTLV. The MHC is Mamu-B03 with pseudo-sequence Mamu-B03. The binding affinity (normalized) is 0. (10) The peptide sequence is APFARLLNL. The MHC is HLA-B18:01 with pseudo-sequence HLA-B18:01. The binding affinity (normalized) is 0.0847.